From a dataset of Forward reaction prediction with 1.9M reactions from USPTO patents (1976-2016). Predict the product of the given reaction. Given the reactants Cl.[CH3:2][O:3][NH2:4].C([O-])(=O)C.[Na+].[F:10][C:11]1[CH:18]=[CH:17][C:14]([CH:15]=O)=[CH:13][CH:12]=1, predict the reaction product. The product is: [CH3:2][O:3][N:4]=[CH:15][C:14]1[CH:17]=[CH:18][C:11]([F:10])=[CH:12][CH:13]=1.